From a dataset of Forward reaction prediction with 1.9M reactions from USPTO patents (1976-2016). Predict the product of the given reaction. (1) Given the reactants [Cl:1][C:2]1[CH:7]=[CH:6][C:5]([C:8]2[N:13]=[CH:12][N:11]3[C:14](=[O:17])[NH:15][N:16]=[C:10]3[C:9]=2[C:18]2[CH:23]=[CH:22][CH:21]=[CH:20][CH:19]=2)=[CH:4][CH:3]=1.ClC1C=CC(C2N=CN=C(NNC(OC(Cl)(Cl)Cl)=O)C=2C2C=CC=CC=2)=CC=1.Br[CH2:53][C:54]1[CH:59]=[CH:58][C:57]([C:60]2[O:64][N:63]=[CH:62][CH:61]=2)=[CH:56][CH:55]=1.C([O-])([O-])=O.[K+].[K+], predict the reaction product. The product is: [O:64]1[C:60]([C:57]2[CH:58]=[CH:59][C:54]([CH2:53][N:15]3[C:14](=[O:17])[N:11]4[CH:12]=[N:13][C:8]([C:5]5[CH:4]=[CH:3][C:2]([Cl:1])=[CH:7][CH:6]=5)=[C:9]([C:18]5[CH:23]=[CH:22][CH:21]=[CH:20][CH:19]=5)[C:10]4=[N:16]3)=[CH:55][CH:56]=2)=[CH:61][CH:62]=[N:63]1. (2) Given the reactants [Cl:1][C:2]1[C:9]([NH:10][C:11]2[N:15]([CH3:16])[C:14]3[CH:17]=[C:18]([N:22]4[CH2:27][CH2:26][CH:25]([C:28]([F:31])([F:30])[F:29])[CH2:24][CH2:23]4)[C:19]([Cl:21])=[CH:20][C:13]=3[N:12]=2)=[CH:8][C:5]([CH2:6][NH2:7])=[C:4]([F:32])[CH:3]=1.[F:33][C:34]([F:42])([F:41])[C:35]1([C:38](O)=[O:39])[CH2:37][CH2:36]1.CN(C(ON1N=NC2C=CC=CC1=2)=[N+](C)C)C.F[P-](F)(F)(F)(F)F, predict the reaction product. The product is: [Cl:1][C:2]1[C:9]([NH:10][C:11]2[N:15]([CH3:16])[C:14]3[CH:17]=[C:18]([N:22]4[CH2:27][CH2:26][CH:25]([C:28]([F:30])([F:29])[F:31])[CH2:24][CH2:23]4)[C:19]([Cl:21])=[CH:20][C:13]=3[N:12]=2)=[CH:8][C:5]([CH2:6][NH:7][C:38]([C:35]2([C:34]([F:42])([F:41])[F:33])[CH2:37][CH2:36]2)=[O:39])=[C:4]([F:32])[CH:3]=1.